Task: Predict the product of the given reaction.. Dataset: Forward reaction prediction with 1.9M reactions from USPTO patents (1976-2016) Given the reactants [Cl:1][C:2]1[CH:7]=[CH:6][N:5]=[C:4]([CH:8]([CH:11]2[CH2:13][CH2:12]2)[CH:9]=O)[C:3]=1[CH3:14].N1CCC[CH2:17][CH2:16]1.C(O)(=O)C.C([C:27](CC)([C:31]([O-:33])=O)[C:28]([O-:30])=[O:29])C, predict the reaction product. The product is: [Cl:1][C:2]1[CH:7]=[CH:6][N:5]2[C:4]([C:3]=1[CH3:14])=[C:8]([CH:11]1[CH2:13][CH2:12]1)[CH:9]=[C:27]([C:28]([O:30][CH2:16][CH3:17])=[O:29])[C:31]2=[O:33].